This data is from Retrosynthesis with 50K atom-mapped reactions and 10 reaction types from USPTO. The task is: Predict the reactants needed to synthesize the given product. Given the product CC(=O)NCCn1cc(C(=O)N2CCN(c3ccccc3F)CC2)c2ccc(Cl)cc21, predict the reactants needed to synthesize it. The reactants are: CC(=O)Cl.NCCn1cc(C(=O)N2CCN(c3ccccc3F)CC2)c2ccc(Cl)cc21.